This data is from Peptide-MHC class II binding affinity with 134,281 pairs from IEDB. The task is: Regression. Given a peptide amino acid sequence and an MHC pseudo amino acid sequence, predict their binding affinity value. This is MHC class II binding data. The peptide sequence is EHREVLWKFDSQLAHRH. The MHC is DRB1_0401 with pseudo-sequence DRB1_0401. The binding affinity (normalized) is 0.564.